Dataset: Full USPTO retrosynthesis dataset with 1.9M reactions from patents (1976-2016). Task: Predict the reactants needed to synthesize the given product. (1) The reactants are: [CH3:1][C:2]1[NH:3][C:4]2[C:9]([C:10]=1[CH3:11])=[CH:8][C:7]([N+:12]([O-:14])=[O:13])=[CH:6][CH:5]=2.[OH-].[Na+].[Cl:17][C:18]1[CH:26]=[CH:25][CH:24]=[C:23]([Cl:27])[C:19]=1[C:20](Cl)=[O:21]. Given the product [Cl:17][C:18]1[CH:26]=[CH:25][CH:24]=[C:23]([Cl:27])[C:19]=1[C:20]([N:3]1[C:4]2[C:9](=[CH:8][C:7]([N+:12]([O-:14])=[O:13])=[CH:6][CH:5]=2)[C:10]([CH3:11])=[C:2]1[CH3:1])=[O:21], predict the reactants needed to synthesize it. (2) Given the product [F:1][C:2]1[CH:3]=[C:4]([CH:16]=[CH:17][C:18]=1[F:19])[CH2:5][N:6]1[CH:11]=[CH:10][CH:9]=[C:8]([C:12]([NH:56][C@@H:57]([C:62]2[S:63][CH:64]=[CH:65][CH:66]=2)[CH2:58][C:59]([OH:61])=[O:60])=[O:14])[C:7]1=[O:15], predict the reactants needed to synthesize it. The reactants are: [F:1][C:2]1[CH:3]=[C:4]([CH:16]=[CH:17][C:18]=1[F:19])[CH2:5][N:6]1[CH:11]=[CH:10][CH:9]=[C:8]([C:12]([OH:14])=O)[C:7]1=[O:15].F[P-](F)(F)(F)(F)F.C[N+](C)=C(N(C)C)ON1C2N=CC=CC=2N=N1.C(Cl)Cl.C(N(CC)C(C)C)(C)C.[NH2:56][C@@H:57]([C:62]1[S:63][CH:64]=[CH:65][CH:66]=1)[CH2:58][C:59]([OH:61])=[O:60]. (3) Given the product [ClH:1].[CH2:2]([S:4]([N:7]1[CH:11]=[CH:10][CH:9]=[C:8]1[CH2:12][NH2:13])(=[O:5])=[O:6])[CH3:3], predict the reactants needed to synthesize it. The reactants are: [ClH:1].[CH2:2]([S:4]([N:7]1[CH:11]=[CH:10][CH:9]=[C:8]1[CH2:12][NH:13]C(=O)OC(C)(C)C)(=[O:6])=[O:5])[CH3:3].